Dataset: Catalyst prediction with 721,799 reactions and 888 catalyst types from USPTO. Task: Predict which catalyst facilitates the given reaction. (1) Reactant: Br[C:2]1[CH:3]=[CH:4][C:5]2[C:14]3[CH2:13][CH2:12][N:11]([C:15]([O:17][C:18]([CH3:21])([CH3:20])[CH3:19])=[O:16])[CH2:10][CH2:9][C:8]=3[N:7]([CH3:22])[C:6]=2[N:23]=1.[F:24][C:25]([F:40])([F:39])[C:26]1[CH:27]=[CH:28][C:29]([C:32]2[CH:37]=[CH:36][NH:35][C:34](=[O:38])[CH:33]=2)=[N:30][CH:31]=1.C([O-])([O-])=O.[Cs+].[Cs+].OC1C=CC=C2C=1N=CC=C2. Product: [CH3:22][N:7]1[C:8]2[CH2:9][CH2:10][N:11]([C:15]([O:17][C:18]([CH3:21])([CH3:20])[CH3:19])=[O:16])[CH2:12][CH2:13][C:14]=2[C:5]2[CH:4]=[CH:3][C:2]([N:35]3[CH:36]=[CH:37][C:32]([C:29]4[CH:28]=[CH:27][C:26]([C:25]([F:24])([F:39])[F:40])=[CH:31][N:30]=4)=[CH:33][C:34]3=[O:38])=[N:23][C:6]1=2. The catalyst class is: 846. (2) Reactant: [C:1](Cl)(=[O:4])[CH2:2][CH3:3].[CH2:6]([N:14]1[CH2:19][CH2:18][CH:17]([NH:20][C:21]2[CH:26]=[CH:25][CH:24]=[CH:23][CH:22]=2)[CH2:16][CH2:15]1)[CH2:7][C:8]1[CH:13]=[CH:12][CH:11]=[CH:10][CH:9]=1.C(N(CC)CC)C. Product: [CH2:6]([N:14]1[CH2:15][CH2:16][CH:17]([N:20]([C:21]2[CH:26]=[CH:25][CH:24]=[CH:23][CH:22]=2)[C:1](=[O:4])[CH2:2][CH3:3])[CH2:18][CH2:19]1)[CH2:7][C:8]1[CH:9]=[CH:10][CH:11]=[CH:12][CH:13]=1. The catalyst class is: 4. (3) Reactant: [Cl:1][C:2]1[CH:27]=[CH:26][CH:25]=[CH:24][C:3]=1[C:4]([NH:6][C:7](=[O:23])[NH:8][C:9]1[S:10][C:11]2[CH:17]=[C:16]([S:18]([CH:21]=[CH2:22])(=[O:20])=[O:19])[CH:15]=[CH:14][C:12]=2[N:13]=1)=[O:5].[CH3:28][NH2:29]. Product: [Cl:1][C:2]1[CH:27]=[CH:26][CH:25]=[CH:24][C:3]=1[C:4]([NH:6][C:7](=[O:23])[NH:8][C:9]1[S:10][C:11]2[CH:17]=[C:16]([S:18]([CH2:21][CH2:22][NH:29][CH3:28])(=[O:20])=[O:19])[CH:15]=[CH:14][C:12]=2[N:13]=1)=[O:5]. The catalyst class is: 1. (4) Product: [NH2:19][C:20]1[N:21]=[CH:22][N:23]=[C:24]([O:12][C:8]2[CH:9]=[C:10]([CH3:11])[C:5]3[CH:4]([CH2:13][C:14]([O:16][CH2:17][CH3:18])=[O:15])[O:3][B:2]([OH:1])[C:6]=3[CH:7]=2)[CH:25]=1. Reactant: [OH:1][B:2]1[C:6]2[CH:7]=[C:8]([OH:12])[CH:9]=[C:10]([CH3:11])[C:5]=2[CH:4]([CH2:13][C:14]([O:16][CH2:17][CH3:18])=[O:15])[O:3]1.[NH2:19][C:20]1[CH:25]=[C:24](Cl)[N:23]=[CH:22][N:21]=1.C([O-])([O-])=O.[Cs+].[Cs+]. The catalyst class is: 210. (5) Product: [C:14]([O:13][C:11](=[O:12])[NH:10][C:6]1([CH2:4][OH:3])[CH2:9][CH2:8][CH2:7]1)([CH3:17])([CH3:15])[CH3:16]. The catalyst class is: 1. Reactant: C([O:3][C:4]([C:6]1([NH:10][C:11]([O:13][C:14]([CH3:17])([CH3:16])[CH3:15])=[O:12])[CH2:9][CH2:8][CH2:7]1)=O)C.[H-].[Al+3].[Li+].[H-].[H-].[H-].O.O.O.O.O.O.O.O.O.O.S([O-])([O-])(=O)=O.[Na+].[Na+]. (6) Reactant: [Br:1][C:2]1[CH:7]=[CH:6][C:5](I)=[C:4]([Cl:9])[CH:3]=1.[CH3:10][N:11]1[CH:15]=[C:14](B2OC(C)(C)C(C)(C)O2)[CH:13]=[N:12]1.[O-]P([O-])([O-])=O.[K+].[K+].[K+]. Product: [Br:1][C:2]1[CH:7]=[CH:6][C:5]([C:14]2[CH:13]=[N:12][N:11]([CH3:10])[CH:15]=2)=[C:4]([Cl:9])[CH:3]=1. The catalyst class is: 117. (7) Reactant: CI.[CH3:3][NH:4][C:5]([C:7]1[NH:15][C:14]2[C:9](=[N:10][CH:11]=[CH:12][CH:13]=2)[C:8]=1[S:16][C:17]1[CH:22]=[CH:21][CH:20]=[CH:19][CH:18]=1)=[O:6].[C:23]([O-])([O-])=O.[Cs+].[Cs+]. Product: [CH3:3][NH:4][C:5]([C:7]1[N:15]([CH3:23])[C:14]2[C:9](=[N:10][CH:11]=[CH:12][CH:13]=2)[C:8]=1[S:16][C:17]1[CH:22]=[CH:21][CH:20]=[CH:19][CH:18]=1)=[O:6]. The catalyst class is: 17.